From a dataset of Full USPTO retrosynthesis dataset with 1.9M reactions from patents (1976-2016). Predict the reactants needed to synthesize the given product. (1) Given the product [CH2:1]([O:3][C:4](=[O:13])[C:5]1[CH:10]=[CH:9][C:8]([O:23][C:20]2[CH:21]=[CH:22][C:17]([O:16][C:15]([F:14])([F:24])[F:25])=[CH:18][CH:19]=2)=[N:7][C:6]=1[Cl:12])[CH3:2], predict the reactants needed to synthesize it. The reactants are: [CH2:1]([O:3][C:4](=[O:13])[C:5]1[CH:10]=[CH:9][C:8](Cl)=[N:7][C:6]=1[Cl:12])[CH3:2].[F:14][C:15]([F:25])([F:24])[O:16][C:17]1[CH:22]=[CH:21][C:20]([OH:23])=[CH:19][CH:18]=1. (2) Given the product [CH2:1]([O:8][C:9]1[CH:26]=[CH:25][C:12]([CH2:13][N:14]([CH2:15][CH2:16][C:17](=[O:24])[NH:18][O:19][C:20]([CH3:22])([CH3:23])[CH3:21])[C:36](=[O:40])[CH:37]([CH3:39])[CH3:38])=[CH:11][C:10]=1[O:27][CH3:28])[C:2]1[CH:3]=[CH:4][CH:5]=[CH:6][CH:7]=1, predict the reactants needed to synthesize it. The reactants are: [CH2:1]([O:8][C:9]1[CH:26]=[CH:25][C:12]([CH2:13][NH:14][CH2:15][CH2:16][C:17](=[O:24])[NH:18][O:19][C:20]([CH3:23])([CH3:22])[CH3:21])=[CH:11][C:10]=1[O:27][CH3:28])[C:2]1[CH:7]=[CH:6][CH:5]=[CH:4][CH:3]=1.C(N(CC)CC)C.[C:36](Cl)(=[O:40])[CH:37]([CH3:39])[CH3:38].